This data is from Forward reaction prediction with 1.9M reactions from USPTO patents (1976-2016). The task is: Predict the product of the given reaction. (1) Given the reactants [C:1]12([NH2:11])[CH2:10][CH:5]3[CH2:6][CH:7]([CH2:9][CH:3]([CH2:4]3)[CH2:2]1)[CH2:8]2.[F:12][C:13]1[C:20]([F:21])=[C:19]([OH:22])[C:18]([F:23])=[C:17]([F:24])[C:14]=1[CH:15]=O, predict the reaction product. The product is: [C:1]12([NH:11][CH2:15][C:14]3[C:17]([F:24])=[C:18]([F:23])[C:19]([OH:22])=[C:20]([F:21])[C:13]=3[F:12])[CH2:8][CH:7]3[CH2:6][CH:5]([CH2:4][CH:3]([CH2:9]3)[CH2:2]1)[CH2:10]2. (2) Given the reactants [CH2:1]([O:8][C:9]1[CH:14]=[CH:13][C:12]([C:15]2[NH:24][C:18]3[N:19]=[CH:20][N:21]=[C:22](O)[C:17]=3[CH:16]=2)=[CH:11][CH:10]=1)[C:2]1[CH:7]=[CH:6][CH:5]=[CH:4][CH:3]=1.P(Cl)(Cl)([Cl:27])=O, predict the reaction product. The product is: [CH2:1]([O:8][C:9]1[CH:14]=[CH:13][C:12]([C:15]2[NH:24][C:18]3[N:19]=[CH:20][N:21]=[C:22]([Cl:27])[C:17]=3[CH:16]=2)=[CH:11][CH:10]=1)[C:2]1[CH:7]=[CH:6][CH:5]=[CH:4][CH:3]=1. (3) Given the reactants [H-].[Na+].[Cl:3][C:4]1[CH:8]=[CH:7][NH:6][C:5]=1[C:9]([O:11][CH3:12])=[O:10].Cl.C[N:15](C=O)C, predict the reaction product. The product is: [ClH:3].[NH2:15][N:6]1[CH:7]=[CH:8][C:4]([Cl:3])=[C:5]1[C:9]([O:11][CH3:12])=[O:10]. (4) Given the reactants C([Li])CCC.Br[C:7]1[CH:12]=[CH:11][C:10]([Br:13])=[CH:9][CH:8]=1.[F:14][C:15](F)([F:21])[C:16](OCC)=[O:17], predict the reaction product. The product is: [Br:13][C:10]1[CH:11]=[CH:12][C:7]([C:16](=[O:17])[CH:15]([F:21])[F:14])=[CH:8][CH:9]=1.